This data is from Full USPTO retrosynthesis dataset with 1.9M reactions from patents (1976-2016). The task is: Predict the reactants needed to synthesize the given product. (1) Given the product [ClH:1].[Cl:1][C:2]1[CH:7]=[C:6]([CH3:8])[CH:5]=[CH:4][C:3]=1[NH:9][C:10]1[N:15]=[CH:14][C:13]2[C:16]([CH2:29][NH:30][CH3:31])=[CH:17][N:18]([S:19]([C:22]3[CH:27]=[CH:26][CH:25]=[C:24]([F:28])[CH:23]=3)(=[O:21])=[O:20])[C:12]=2[CH:11]=1, predict the reactants needed to synthesize it. The reactants are: [Cl:1][C:2]1[CH:7]=[C:6]([CH3:8])[CH:5]=[CH:4][C:3]=1[NH:9][C:10]1[N:15]=[CH:14][C:13]2[C:16]([CH2:29][N:30](C)[C:31](=O)OC(C)(C)C)=[CH:17][N:18]([S:19]([C:22]3[CH:27]=[CH:26][CH:25]=[C:24]([F:28])[CH:23]=3)(=[O:21])=[O:20])[C:12]=2[CH:11]=1.Cl.CO. (2) Given the product [C:26]([CH2:27][O:28][C:18]([N:11]1[C:12]2[C:17](=[CH:16][CH:15]=[CH:14][CH:13]=2)/[C:9](=[CH:8]/[C:3]2[NH:4][C:5]([CH3:7])=[CH:6][C:2]=2[CH3:1])/[C:10]1=[O:25])=[O:19])([OH:30])=[O:29], predict the reactants needed to synthesize it. The reactants are: [CH3:1][C:2]1[CH:6]=[C:5]([CH3:7])[NH:4][C:3]=1/[CH:8]=[C:9]1\[C:10](=[O:25])[N:11]([C:18](N2C=CN=C2)=[O:19])[C:12]2[C:17]\1=[CH:16][CH:15]=[CH:14][CH:13]=2.[C:26]([OH:30])(=[O:29])[CH2:27][OH:28].C(O)(C(F)(F)F)=O. (3) Given the product [ClH:40].[ClH:40].[F:39][C:32]1[C:33]([F:38])=[C:34]([CH3:37])[CH:35]=[CH:36][C:31]=1[N:30]1[C:26]([C:3]2[C:2]([NH2:1])=[N:7][CH:6]=[C:5]([C:8]3[CH:9]=[N:10][N:11]([CH:13]4[CH2:18][CH2:17][NH:16][CH2:15][CH2:14]4)[CH:12]=3)[CH:4]=2)=[N:27][N:28]=[N:29]1, predict the reactants needed to synthesize it. The reactants are: [NH2:1][C:2]1[N:7]=[CH:6][C:5]([C:8]2[CH:9]=[N:10][N:11]([CH:13]3[CH2:18][CH2:17][N:16](C(OC(C)(C)C)=O)[CH2:15][CH2:14]3)[CH:12]=2)=[CH:4][C:3]=1[C:26]1[N:30]([C:31]2[CH:36]=[CH:35][C:34]([CH3:37])=[C:33]([F:38])[C:32]=2[F:39])[N:29]=[N:28][N:27]=1.[ClH:40].O1CCOCC1. (4) Given the product [F:1][C:2]1[C:3]([C:9]2[CH:10]=[C:11]([C:16]3[CH:17]=[C:18]([C:22]4[CH:27]=[CH:26][CH:25]=[CH:24][C:23]=4[F:28])[N:19]=[N+:20]([O-:37])[CH:21]=3)[CH:12]=[CH:13][C:14]=2[F:15])=[N:4][CH:5]=[C:6]([F:8])[CH:7]=1, predict the reactants needed to synthesize it. The reactants are: [F:1][C:2]1[C:3]([C:9]2[CH:10]=[C:11]([C:16]3[CH:17]=[C:18]([C:22]4[CH:27]=[CH:26][CH:25]=[CH:24][C:23]=4[F:28])[N:19]=[N:20][CH:21]=3)[CH:12]=[CH:13][C:14]=2[F:15])=[N:4][CH:5]=[C:6]([F:8])[CH:7]=1.ClC1C=CC=C(C(OO)=[O:37])C=1.C(=O)([O-])[O-].[Na+].[Na+]. (5) Given the product [Br:7][C:8]1[CH:9]=[C:10]2[C:11](=[CH:12][C:13]=1[O:14][CH2:15][CH3:16])[N:17]=[C:4]([CH3:6])[C:1]([CH3:3])=[N:18]2, predict the reactants needed to synthesize it. The reactants are: [C:1]([C:4]([CH3:6])=O)([CH3:3])=O.[Br:7][C:8]1[CH:9]=[C:10]([NH2:18])[C:11]([NH2:17])=[CH:12][C:13]=1[O:14][CH2:15][CH3:16].[Cl-].[NH4+]. (6) Given the product [C:1]([N:4]1[CH2:5][CH2:6][N:7]([C:10]2[N:15]=[C:14]([O:16][CH2:17][CH3:18])[C:13]([NH:19][C:20]([C:22]3[C:26]4[C:27](=[O:43])[N:28]([CH2:33][CH2:34][OH:35])[C:29]([CH3:31])([CH3:32])[CH2:30][C:25]=4[O:24][CH:23]=3)=[O:21])=[CH:12][CH:11]=2)[CH2:8][CH2:9]1)(=[O:3])[CH3:2], predict the reactants needed to synthesize it. The reactants are: [C:1]([N:4]1[CH2:9][CH2:8][N:7]([C:10]2[N:15]=[C:14]([O:16][CH2:17][CH3:18])[C:13]([NH:19][C:20]([C:22]3[C:26]4[C:27](=[O:43])[N:28]([CH2:33][CH2:34][O:35]CC5C=CC=CC=5)[C:29]([CH3:32])([CH3:31])[CH2:30][C:25]=4[O:24][CH:23]=3)=[O:21])=[CH:12][CH:11]=2)[CH2:6][CH2:5]1)(=[O:3])[CH3:2].C(N1CCN(C2N=C(OCC)C(NC(C3C4C(=O)N(CCOCC5C=CC=CC=5)CCC=4OC=3)=O)=CC=2)CC1)(=O)C.